From a dataset of NCI-60 drug combinations with 297,098 pairs across 59 cell lines. Regression. Given two drug SMILES strings and cell line genomic features, predict the synergy score measuring deviation from expected non-interaction effect. (1) Drug 1: C1CCC(C1)C(CC#N)N2C=C(C=N2)C3=C4C=CNC4=NC=N3. Drug 2: C1CN(CCN1C(=O)CCBr)C(=O)CCBr. Cell line: HT29. Synergy scores: CSS=9.50, Synergy_ZIP=-3.35, Synergy_Bliss=-3.80, Synergy_Loewe=-15.1, Synergy_HSA=-8.38. (2) Drug 2: C1=CC=C(C(=C1)C(C2=CC=C(C=C2)Cl)C(Cl)Cl)Cl. Synergy scores: CSS=-1.22, Synergy_ZIP=2.10, Synergy_Bliss=1.36, Synergy_Loewe=0.509, Synergy_HSA=-2.98. Cell line: K-562. Drug 1: C1=NC2=C(N=C(N=C2N1C3C(C(C(O3)CO)O)F)Cl)N. (3) Drug 1: CN1C(=O)N2C=NC(=C2N=N1)C(=O)N. Drug 2: C1C(C(OC1N2C=NC(=NC2=O)N)CO)O. Cell line: HS 578T. Synergy scores: CSS=6.43, Synergy_ZIP=-1.84, Synergy_Bliss=0.439, Synergy_Loewe=-6.16, Synergy_HSA=-1.19. (4) Drug 1: CC1=CC2C(CCC3(C2CCC3(C(=O)C)OC(=O)C)C)C4(C1=CC(=O)CC4)C. Drug 2: CC1CCC2CC(C(=CC=CC=CC(CC(C(=O)C(C(C(=CC(C(=O)CC(OC(=O)C3CCCCN3C(=O)C(=O)C1(O2)O)C(C)CC4CCC(C(C4)OC)O)C)C)O)OC)C)C)C)OC. Cell line: LOX IMVI. Synergy scores: CSS=6.10, Synergy_ZIP=-5.63, Synergy_Bliss=-8.65, Synergy_Loewe=-21.9, Synergy_HSA=-7.62. (5) Drug 1: CC=C1C(=O)NC(C(=O)OC2CC(=O)NC(C(=O)NC(CSSCCC=C2)C(=O)N1)C(C)C)C(C)C. Drug 2: C1=CC=C(C(=C1)C(C2=CC=C(C=C2)Cl)C(Cl)Cl)Cl. Cell line: IGROV1. Synergy scores: CSS=26.5, Synergy_ZIP=1.05, Synergy_Bliss=3.81, Synergy_Loewe=-58.9, Synergy_HSA=1.63. (6) Drug 1: C1CCC(CC1)NC(=O)N(CCCl)N=O. Drug 2: CC1=C(C=C(C=C1)C(=O)NC2=CC(=CC(=C2)C(F)(F)F)N3C=C(N=C3)C)NC4=NC=CC(=N4)C5=CN=CC=C5. Cell line: ACHN. Synergy scores: CSS=21.7, Synergy_ZIP=-4.99, Synergy_Bliss=-1.98, Synergy_Loewe=-3.36, Synergy_HSA=-3.05. (7) Drug 1: C1=C(C(=O)NC(=O)N1)F. Drug 2: CCC1(C2=C(COC1=O)C(=O)N3CC4=CC5=C(C=CC(=C5CN(C)C)O)N=C4C3=C2)O.Cl. Cell line: NCI-H226. Synergy scores: CSS=39.6, Synergy_ZIP=10.1, Synergy_Bliss=9.64, Synergy_Loewe=-9.65, Synergy_HSA=14.2. (8) Cell line: NCI-H226. Drug 1: CN1CCC(CC1)COC2=C(C=C3C(=C2)N=CN=C3NC4=C(C=C(C=C4)Br)F)OC. Synergy scores: CSS=8.09, Synergy_ZIP=-3.34, Synergy_Bliss=-1.51, Synergy_Loewe=-8.95, Synergy_HSA=-1.93. Drug 2: CS(=O)(=O)OCCCCOS(=O)(=O)C.